Dataset: Full USPTO retrosynthesis dataset with 1.9M reactions from patents (1976-2016). Task: Predict the reactants needed to synthesize the given product. (1) Given the product [O:30]=[S:25]1(=[O:31])[CH2:29][CH2:28][CH2:27][N:26]1[C:2]1[N:7]=[CH:6][C:5]([C:8]([N:10]2[CH2:15][CH2:14][N:13]([C:16]3[C:23]([CH3:24])=[CH:22][C:19]([C:20]#[N:21])=[CH:18][N:17]=3)[CH2:12][CH2:11]2)=[O:9])=[CH:4][CH:3]=1, predict the reactants needed to synthesize it. The reactants are: Br[C:2]1[N:7]=[CH:6][C:5]([C:8]([N:10]2[CH2:15][CH2:14][N:13]([C:16]3[C:23]([CH3:24])=[CH:22][C:19]([C:20]#[N:21])=[CH:18][N:17]=3)[CH2:12][CH2:11]2)=[O:9])=[CH:4][CH:3]=1.[S:25]1(=[O:31])(=[O:30])[CH2:29][CH2:28][CH2:27][NH:26]1. (2) Given the product [O:22]1[CH2:27][CH2:26][O:25][C:24]2[CH:28]=[C:29]([C:9](=[O:20])[C@@H:10]([NH:12][C:13](=[O:19])[O:14][C:15]([CH3:16])([CH3:17])[CH3:18])[CH3:11])[CH:30]=[CH:31][C:23]1=2, predict the reactants needed to synthesize it. The reactants are: C([Mg]Cl)(C)C.CON(C)[C:9](=[O:20])[C@@H:10]([NH:12][C:13](=[O:19])[O:14][C:15]([CH3:18])([CH3:17])[CH3:16])[CH3:11].[O:22]1[CH2:27][CH2:26][O:25][C:24]2[CH:28]=[C:29]([Mg]Br)[CH:30]=[CH:31][C:23]1=2.Cl. (3) Given the product [C@@H:8]12[CH2:9][C@@H:5]([CH:6]=[CH:7]1)[CH2:4][C@H:3]2[CH2:17][N:12]1[CH:16]=[CH:15][CH:14]=[N:13]1, predict the reactants needed to synthesize it. The reactants are: CN(C)[C:3]1[CH:4]=[C:5]([CH2:9]O)[CH:6]=[CH:7][CH:8]=1.[NH:12]1[CH:16]=[CH:15][CH:14]=[N:13]1.[CH3:17]C1(C)C(C)(C)OB(C2C=NNC=2)O1. (4) Given the product [Br:1][C:2]1[CH:8]=[C:7]([CH:9]([CH3:10])[CH3:11])[C:5]([NH:6][Si:21]([CH3:31])([CH3:32])[CH:22]2[C:26]([CH3:27])=[C:25]([CH3:28])[C:24]([CH3:29])=[C:23]2[CH3:30])=[C:4]([CH:12]([CH3:14])[CH3:13])[CH:3]=1, predict the reactants needed to synthesize it. The reactants are: [Br:1][C:2]1[CH:8]=[C:7]([CH:9]([CH3:11])[CH3:10])[C:5]([NH2:6])=[C:4]([CH:12]([CH3:14])[CH3:13])[CH:3]=1.[Li]CCCC.Cl[Si:21]([CH3:32])([CH3:31])[CH:22]1[C:26]([CH3:27])=[C:25]([CH3:28])[C:24]([CH3:29])=[C:23]1[CH3:30].